Dataset: Tox21: 12 toxicity assays (nuclear receptors and stress response pathways). Task: Binary classification across 12 toxicity assays. (1) The drug is CN1C(=O)/C(=N/NC(N)=S)c2ccccc21. It tested positive (active) for: NR-AhR (Aryl hydrocarbon Receptor agonist activity), NR-PPAR-gamma (PPAR-gamma nuclear receptor agonist), and SR-MMP (Mitochondrial Membrane Potential disruption). (2) The molecule is CCOC(=O)CC(=O)CCl. It tested positive (active) for: NR-AR-LBD (Androgen Receptor Ligand Binding Domain agonist), NR-PPAR-gamma (PPAR-gamma nuclear receptor agonist), and SR-ATAD5 (ATAD5 genotoxicity (DNA damage)). (3) It tested positive (active) for: NR-ER (Estrogen Receptor agonist activity). The compound is NCC[C@H](O)C(=O)N[C@@H]1C[C@H](N)[C@@H](O[C@H]2O[C@H](CN)[C@@H](O)[C@H](O)[C@H]2O)[C@H](O)[C@H]1O[C@H]1O[C@H](CO)[C@@H](O)[C@H](N)[C@H]1O. (4) The compound is C=CC(=O)OCCCCOC(=O)C=C. It tested positive (active) for: NR-AR-LBD (Androgen Receptor Ligand Binding Domain agonist), NR-PPAR-gamma (PPAR-gamma nuclear receptor agonist), SR-ARE (Antioxidant Response Element (oxidative stress)), and SR-ATAD5 (ATAD5 genotoxicity (DNA damage)). (5) The compound is O=C([O-])c1cc(Oc2ccc(C(F)(F)F)cc2Cl)ccc1[N+](=O)[O-]. It tested positive (active) for: NR-ER (Estrogen Receptor agonist activity). (6) The drug is Cc1ccc(O)cc1. It tested positive (active) for: NR-ER (Estrogen Receptor agonist activity). (7) The drug is COCc1c(C(C)C)nc(C(C)C)c(/C=C/[C@@H](O)C[C@@H](O)CC(=O)[O-])c1-c1ccc(F)cc1. It tested positive (active) for: NR-AR (Androgen Receptor agonist activity), NR-Aromatase (Aromatase enzyme inhibition), and NR-ER (Estrogen Receptor agonist activity).